This data is from Catalyst prediction with 721,799 reactions and 888 catalyst types from USPTO. The task is: Predict which catalyst facilitates the given reaction. (1) Reactant: [N:1]1([C:6]2[N:11]=[C:10]([NH:12][CH2:13][CH2:14][NH:15][C:16]3[C:17](=O)[C:18](=[O:22])[C:19]=3[O:20]C)[CH:9]=[C:8]([N:24]3[CH2:28][CH2:27][CH2:26][CH2:25]3)[N:7]=2)[CH2:5][CH2:4][CH2:3][CH2:2]1.[NH:29]1[CH2:34][CH2:33][CH2:32][CH2:31][CH2:30]1. Product: [N:1]1([C:6]2[N:11]=[C:10]([NH:12][CH2:13][CH2:14][NH:15][C:16]3[C:19](=[O:20])[C:18](=[O:22])[C:17]=3[N:29]3[CH2:34][CH2:33][CH2:32][CH2:31][CH2:30]3)[CH:9]=[C:8]([N:24]3[CH2:28][CH2:27][CH2:26][CH2:25]3)[N:7]=2)[CH2:2][CH2:3][CH2:4][CH2:5]1. The catalyst class is: 8. (2) Product: [NH:11]1[CH2:16][CH2:15][CH:14]([N:17]2[C:22](=[O:23])[CH2:21][CH2:20][CH2:19][NH:18]2)[CH2:13][CH2:12]1. The catalyst class is: 330. Reactant: C(OC([N:11]1[CH2:16][CH2:15][CH:14]([N:17]2[C:22](=[O:23])[CH2:21][CH2:20][CH2:19][N:18]2C(OC(C)(C)C)=O)[CH2:13][CH2:12]1)=O)C1C=CC=CC=1. (3) Reactant: [NH2:1][C:2]1[C:3]([CH3:11])=[CH:4][C:5]([F:10])=[C:6]([CH:9]=1)[C:7]#[N:8].C(=O)([O-])[O-].[K+].[K+].[I-].[K+].Br[CH2:21][C:22]([CH:24]1[CH2:26][CH2:25]1)=[O:23]. Product: [CH:24]1([C:22](=[O:23])[CH2:21][NH:1][C:2]2[C:3]([CH3:11])=[CH:4][C:5]([F:10])=[C:6]([CH:9]=2)[C:7]#[N:8])[CH2:26][CH2:25]1. The catalyst class is: 9. (4) Reactant: [NH2:1][C:2]1[C:7]([OH:8])=[CH:6][CH:5]=[CH:4][N:3]=1.C(O[C:12]([S-])=[S:13])C.[K+].O.Cl. Product: [O:8]1[C:7]2[C:2](=[N:3][CH:4]=[CH:5][CH:6]=2)[N:1]=[C:12]1[SH:13]. The catalyst class is: 17. (5) Reactant: [CH3:1][O:2][CH2:3][C:4](=O)[CH2:5][C:6]([O:8][CH3:9])=[O:7].[N:11]([O-])=O.[Na+].[C:15]([CH2:23][C:24](=O)[CH3:25])(=[O:22])[C:16]1[CH:21]=[CH:20][CH:19]=[CH:18][CH:17]=1.C([O-])(=O)C.[Na+]. Product: [C:15]([C:23]1[C:4]([CH2:3][O:2][CH3:1])=[C:5]([C:6]([O:8][CH3:9])=[O:7])[NH:11][C:24]=1[CH3:25])(=[O:22])[C:16]1[CH:21]=[CH:20][CH:19]=[CH:18][CH:17]=1. The catalyst class is: 183. (6) Reactant: [N+:1]([C:4]1[CH:9]=[CH:8][C:7]([N:10]2[CH2:13][CH:12]([OH:14])[CH2:11]2)=[CH:6][CH:5]=1)([O-:3])=[O:2].[CH3:15][S:16](Cl)(=[O:18])=[O:17].O. Product: [N+:1]([C:4]1[CH:5]=[CH:6][C:7]([N:10]2[CH2:11][CH:12]([O:14][S:16]([CH3:15])(=[O:18])=[O:17])[CH2:13]2)=[CH:8][CH:9]=1)([O-:3])=[O:2]. The catalyst class is: 17. (7) The catalyst class is: 29. Product: [CH2:6]1[CH2:7][CH2:8][C:3]([CH2:1][NH2:13])([CH2:9][C:10]([OH:12])=[O:11])[CH2:4][CH2:5]1. Reactant: [CH:1]([C:3]1([CH2:9][C:10]([OH:12])=[O:11])[CH2:8][CH2:7][CH2:6][CH2:5][CH2:4]1)=O.[NH3:13].